Dataset: Forward reaction prediction with 1.9M reactions from USPTO patents (1976-2016). Task: Predict the product of the given reaction. (1) Given the reactants [ClH:1].Cl.[NH2:3][CH:4]1[CH2:9][CH2:8][N:7]([CH2:10][CH2:11][N:12]2[C:21]3[C:16](=[N:17][CH:18]=[C:19]([O:22][CH3:23])[CH:20]=3)[CH:15]=[CH:14][C:13]2=[O:24])[CH2:6][CH2:5]1.C(N(CC)CC)C.[O:32]=[C:33]1[CH2:38][O:37][C:36]2[CH:39]=[CH:40][C:41]([CH:43]=O)=[N:42][C:35]=2[NH:34]1.[BH-](OC(C)=O)(OC(C)=O)OC(C)=O.[Na+].C([O-])(O)=O.[Na+], predict the reaction product. The product is: [ClH:1].[CH3:23][O:22][C:19]1[CH:20]=[C:21]2[C:16]([CH:15]=[CH:14][C:13](=[O:24])[N:12]2[CH2:11][CH2:10][N:7]2[CH2:6][CH2:5][CH:4]([NH:3][CH2:43][C:41]3[CH:40]=[CH:39][C:36]4[O:37][CH2:38][C:33](=[O:32])[NH:34][C:35]=4[N:42]=3)[CH2:9][CH2:8]2)=[N:17][CH:18]=1. (2) Given the reactants [Cl:1][C:2]1[CH:7]=[CH:6][CH:5]=[C:4]([Cl:8])[C:3]=1[CH2:9][S:10]([C:13]1[CH:14]=[C:15]2[C:19](=[CH:20][CH:21]=1)[NH:18][C:17](=[O:22])/[C:16]/2=[CH:23]\[C:24]1[NH:25][C:26]([CH3:32])=[CH:27][C:28]=1[C:29]([OH:31])=O)(=[O:12])=[O:11].[CH2:33]([N:35]([CH2:39][CH3:40])[CH2:36][CH2:37][NH2:38])[CH3:34], predict the reaction product. The product is: [CH2:33]([N:35]([CH2:39][CH3:40])[CH2:36][CH2:37][NH:38][C:29]([C:28]1[CH:27]=[C:26]([CH3:32])[NH:25][C:24]=1/[CH:23]=[C:16]1\[C:17](=[O:22])[NH:18][C:19]2[C:15]\1=[CH:14][C:13]([S:10]([CH2:9][C:3]1[C:2]([Cl:1])=[CH:7][CH:6]=[CH:5][C:4]=1[Cl:8])(=[O:12])=[O:11])=[CH:21][CH:20]=2)=[O:31])[CH3:34]. (3) The product is: [F:1][C:2]1[C:7]([F:8])=[CH:6][CH:5]=[CH:4][C:3]=1[N:9]1[C:13]2[CH:14]=[CH:15][CH:16]=[CH:17][C:12]=2[N:11]([CH2:18][CH2:19][CH:20]([C:21]2[CH:22]=[CH:23][CH:24]=[CH:25][CH:26]=2)[NH:27][CH3:28])[S:10]1(=[O:36])=[O:37]. Given the reactants [F:1][C:2]1[C:7]([F:8])=[CH:6][CH:5]=[CH:4][C:3]=1[N:9]1[C:13]2[CH:14]=[CH:15][CH:16]=[CH:17][C:12]=2[N:11]([CH2:18][CH2:19][CH:20]([N:27](C)[C:28](=O)OC(C)(C)C)[C:21]2[CH:26]=[CH:25][CH:24]=[CH:23][CH:22]=2)[S:10]1(=[O:37])=[O:36].Cl, predict the reaction product.